From a dataset of Drug-target binding data from BindingDB using Ki measurements. Regression. Given a target protein amino acid sequence and a drug SMILES string, predict the binding affinity score between them. We predict pKi (pKi = -log10(Ki in M); higher means stronger inhibition). Dataset: bindingdb_ki. (1) The drug is Cc1c(O)cccc1C(=O)N[C@@H](CSc1ccccc1)[C@H](O)CN1C[C@H]2CCCC[C@H]2C[C@H]1C(=O)NC(C)(C)C. The target protein sequence is PQITLWQRPIVTVKIGGQLKEALLDTGADDTVIEDINLPGKWKPKMIGGIGGFVKVRQYDQIHIEICGKKAIGTVLVGPTPFNIIGRNMLTQIGCTLNF. The pKi is 6.8. (2) The compound is CN(C(=O)Cc1ccccc1)[C@H]1CC[C@@]2(CCCO2)C[C@@H]1N1CCCC1. The target protein sequence is MDSPIQIFRGEPGPTCAPSACLPPNSSAWFPGWAEPDSNGSAGSEDAQLEPAHISPAIPVIITAVYSVVFVVGLVGNSLVMFVIIRYTKMKTATNIYIFNLALADALVTTTMPFQSTVYLMNSWPFGDVLCKIVISIDYYNMFTSIFTLTMMSVDRYIAVCHPVKALDFRTPLKAKIINICIWLLSSSVGISAIVLGGTKVREDVDVIECSLQFPDDDYSWWDLFMKICVFIFAFVIPVLIIIVCYTLMILRLKSVRLLSGSREKDRNLRRITRLVLVVVAVFVVCWTPIHIFILVEALGSTSHSTAALSSAYFCIALGYTNSSLNPILYAFLDENFKRCFRDFCFPLKMRMERQSTSRVRNTVQDPAYLRDIDGMNKPV. The pKi is 6.9. (3) The compound is O=C(Cc1ccccc1)Oc1c(OC(=O)Cc2ccccc2)c(-c2ccc(O)cc2)c(O)c(O)c1-c1ccc(O)cc1. The target protein (P45974) has sequence MAELSEEALLSVLPTIRVPKAGDRVHKDECAFSFDTPESEGGLYICMNTFLGFGKQYVERHFNKTGQRVYLHLRRTRRPKEEDPATGTGDPPRKKPTRLAIGVEGGFDLSEEKFELDEDVKIVILPDYLEIARDGLGGLPDIVRDRVTSAVEALLSADSASRKQEVQAWDGEVRQVSKHAFSLKQLDNPARIPPCGWKCSKCDMRENLWLNLTDGSILCGRRYFDGSGGNNHAVEHYRETGYPLAVKLGTITPDGADVYSYDEDDMVLDPSLAEHLSHFGIDMLKMQKTDKTMTELEIDMNQRIGEWELIQESGVPLKPLFGPGYTGIRNLGNSCYLNSVVQVLFSIPDFQRKYVDKLEKIFQNAPTDPTQDFSTQVAKLGHGLLSGEYSKPVPESGDGERVPEQKEVQDGIAPRMFKALIGKGHPEFSTNRQQDAQEFFLHLINMVERNCRSSENPNEVFRFLVEEKIKCLATEKVKYTQRVDYIMQLPVPMDAALNKE.... The pKi is 5.4. (4) The drug is O=C([O-])C(CCCCN(O)C(=O)COP(=O)([O-])O)C(=O)O. The target protein (P00883) has sequence MPHSHPALTPEQKKELSDIAHRIVAPGKGILAADESTGSIAKRLQSIGTENTEENRRFYRQLLLTADDRVNPCIGGVILFHETLYQKADDGRPFPQVIKSKGGVVGIKVDKGVVPLAGTNGETTTQGLDGLSERCAQYKKDGADFAKWRCVLKIGEHTPSALAIMENANVLARYASICQQNGIVPIVEPEILPDGDHDLKRCQYVTEKVLAAVYKALSDHHIYLEGTLLKPNMVTPGHACTQKYSHEEIAMATVTALRRTVPPAVTGVTFLSGGQSEEEASINLNAINKCPLLKPWALTFSYGRALQASALKAWGGKKENLKAAQEEYVKRALANSLACQGKYTPSGQAGAAASESLFISNHAY. The pKi is 3.6. (5) The compound is CC(=O)N[C@@H]1[C@@H](N=C(N)N)C=C(C(=O)O)O[C@H]1[C@H](O)[C@H](O)CO. The target protein sequence is MNPNQKIITIGSICMVIGMVSLMLQIGNMISIWLSHSIQTGNQHQAESISNNNLLTENAVASVTLAGNSSLCPIRGWAVHSKDNSIRIGSKGDVFVIREPFISCSHLECRTFFLTQGALLNDKHSNGTVKDRSPHRTLMSCPVGEAPSPYNSRFESVAWSASACHDGISWLTIGISGPDNGAVAVLKYNGIITDTIKSWRNNILRTQESECACVNGSCFTVMTDGPSNGQASYKIFKMEKGKVVKSVELDAPNYHYEECSCYPDAGEITCVCRDNWHGSNRPWVSFNQNLEYQIGYICSGVFGDNPRPNDGTGSCGPMSPNGAYGVKGFSFKYGNGVWIGRTKSTNSRSGFEMIWDPNGWTGTDSSFSVKQDIVAITDWSGYSGSFVQHPELTGLDCIRPCFWVELIRGRPKESTIWTSGSSISFCGVNGDTVSWSWPDGAELPFIIDK. The pKi is 9.3. (6) The small molecule is O=C1C(=O)N(Cc2ccccc2)c2ccccc21. The target protein (P00748) has sequence MRALLLLGFLLVSLESTLSIPPWEAPKEHKYKAEEHTVVLTVTGEPCHFPFQYHRQLYHKCTHKGRPGPQPWCATTPNFDQDQRWGYCLEPKKVKDHCSKHSPCQKGGTCVNMPSGPHCLCPQHLTGNHCQKEKCFEPQLLRFFHKNEIWYRTEQAAVARCQCKGPDAHCQRLASQACRTNPCLHGGRCLEVEGHRLCHCPVGYTGAFCDVDTKASCYDGRGLSYRGLARTTLSGAPCQPWASEATYRNVTAEQARNWGLGGHAFCRNPDNDIRPWCFVLNRDRLSWEYCDLAQCQTPTQAAPPTPVSPRLHVPLMPAQPAPPKPQPTTRTPPQSQTPGALPAKREQPPSLTRNGPLSCGQRLRKSLSSMTRVVGGLVALRGAHPYIAALYWGHSFCAGSLIAPCWVLTAAHCLQDRPAPEDLTVVLGQERRNHSCEPCQTLAVRSYRLHEAFSPVSYQHDLALLRLQEDADGSCALLSPYVQPVCLPSGAARPSETTLC.... The pKi is 6.1. (7) The compound is COc1ccc2c(c1)CCC2NC(=O)C(=O)c1c[nH]c2ccc([N+](=O)[O-])cc12. The target protein (P62813) has sequence MKKSRGLSDYLWAWTLILSTLSGRSYGQPSQDELKDNTTVFTRILDRLLDGYDNRLRPGLGERVTEVKTDIFVTSFGPVSDHDMEYTIDVFFRQSWKDERLKFKGPMTVLRLNNLMASKIWTPDTFFHNGKKSVAHNMTMPNKLLRITEDGTLLYTMRLTVRAECPMHLEDFPMDAHACPLKFGSYAYTRAEVVYEWTREPARSVVVAEDGSRLNQYDLLGQTVDSGIVQSSTGEYVVMTTHFHLKRKIGYFVIQTYLPCIMTVILSQVSFWLNRESVPARTVFGVTTVLTMTTLSISARNSLPKVAYATAMDWFIAVCYAFVFSALIEFATVNYFTKRGYAWDGKSVVPEKPKKVKDPLIKKNNTYAPTATSYTPNLARGDPGLATIAKSATIEPKEVKPETKPPEPKKTFNSVSKIDRLSRIAFPLLFGIFNLVYWATYLNREPQLKAPTPHQ. The pKi is 7.5. (8) The compound is NCCCC(=O)O. The target protein (Q9Z0U4) has sequence MLLLLLVPLFLRPLGAGGAQTPNATSEGCQIIHPPWEGGIRYRGLTRDQVKAINFLPVDYEIEYVCRGEREVVGPKVRKCLANGSWTDMDTPSRCVRICSKSYLTLENGKVFLTGGDLPALDGARVEFRCDPDFHLVGSSRSVCSQGQWSTPKPHCQVNRTPHSERRAVYIGALFPMSGGWPGGQACQPAVEMALEDVNSRRDILPDYELKLIHHDSKCDPGQATKYLYELLYNDPIKIILMPGCSSVSTLVAEAARMWNLIVLSYGSSSPALSNRQRFPTFFRTHPSATLHNPTRVKLFEKWGWKKIATIQQTTEVFTSTLDDLEERVKEAGIEITFRQSFFSDPAVPVKNLKRQDARIIVGLFYETEARKVFCEVYKERLFGKKYVWFLIGWYADNWFKTYDPSINCTVEEMTEAVEGHITTEIVMLNPANTRSISNMTSQEFVEKLTKRLKRHPEETGGFQEAPLAYDAIWALALALNKTSGGGGRSGVRLEDFNYN.... The pKi is 7.5. (9) The drug is CCCCCC(=O)NCCc1c(Cc2ccccc2)[nH]c2ccc(OC)cc12. The target protein (P49219) has sequence MMEVNSTCLDCRTPGTIRTEQDAQDSASQGLTSALAVVLIFTIVVDVLGNILVILSVLRNKKLQNAGNLFVVSLSIADLVVAVYPYPVILIAIFQNGWTLGNIHCQISGFLMGLSVIGSVFNITAIAINRYCYICHSLRYDKLYNQRSTWCYLGLTWILTIIAIVPNFFVGSLQYDPRIFSCTFAQTVSSSYTITVVVVHFIVPLSVVTFCYLRIWVLVIQVKHRVRQDFKQKLTQTDLRNFLTMFVVFVLFAVCWAPLNFIGLAVAINPFHVAPKIPEWLFVLSYFMAYFNSCLNAVIYGVLNQNFRKEYKRILMSLLTPRLLFLDTSRGGTEGLKSKPSPAVTNNNQADMLGEARSLWLSRRNGAKMVIIIRPRKAQIAIIHQIFWPQSSWATCRQDTKITGEEDGCRELCKDGISQR. The pKi is 5.9.